This data is from Full USPTO retrosynthesis dataset with 1.9M reactions from patents (1976-2016). The task is: Predict the reactants needed to synthesize the given product. (1) Given the product [CH:19]1([N:7]2[CH2:6][C:5]3[CH:4]=[CH:3][C:2]([NH:27][C:26]4[CH:28]=[CH:29][C:30]([N:31]5[CH:35]=[N:34][C:33]([CH3:36])=[N:32]5)=[C:24]([O:23][CH3:22])[CH:25]=4)=[N:12][C:11]=3[O:10][C@H:9]([C:13]3[CH:18]=[CH:17][CH:16]=[CH:15][CH:14]=3)[CH2:8]2)[CH2:21][CH2:20]1, predict the reactants needed to synthesize it. The reactants are: Cl[C:2]1[CH:3]=[CH:4][C:5]2[CH2:6][N:7]([CH:19]3[CH2:21][CH2:20]3)[CH2:8][C@@H:9]([C:13]3[CH:18]=[CH:17][CH:16]=[CH:15][CH:14]=3)[O:10][C:11]=2[N:12]=1.[CH3:22][O:23][C:24]1[CH:25]=[C:26]([CH:28]=[CH:29][C:30]=1[N:31]1[CH:35]=[N:34][C:33]([CH3:36])=[N:32]1)[NH2:27]. (2) Given the product [C:1]1([CH2:11][CH2:12][O:13][CH2:17][C:18]([OH:20])=[O:19])[C:10]2[C:5](=[CH:6][CH:7]=[CH:8][CH:9]=2)[CH:4]=[CH:3][CH:2]=1, predict the reactants needed to synthesize it. The reactants are: [C:1]1([CH2:11][CH2:12][OH:13])[C:10]2[C:5](=[CH:6][CH:7]=[CH:8][CH:9]=2)[CH:4]=[CH:3][CH:2]=1.[H-].[Na+].Cl[CH2:17][C:18]([OH:20])=[O:19]. (3) Given the product [CH3:57][O:56][C:52]1[CH:51]=[C:50]2[C:55]([C:46]([O:45][CH2:44][C:43]3[N:39]4[N:40]=[C:35]([C:32]5[CH:33]=[CH:34][C:29]([Cl:28])=[CH:30][CH:31]=5)[CH:36]=[N:37][C:38]4=[N:41][N:42]=3)=[CH:47][CH:48]=[N:49]2)=[CH:54][CH:53]=1, predict the reactants needed to synthesize it. The reactants are: C1(C2N=NC(NNC(=O)CC3C=C4C(=CC=3)N=CC=C4)=NC=2)C=CC=CC=1.[Cl:28][C:29]1[CH:34]=[CH:33][C:32]([C:35]2[N:40]=[N:39][C:38]([NH:41][NH:42][C:43](=O)[CH2:44][O:45][C:46]3[C:55]4[C:50](=[CH:51][C:52]([O:56][CH3:57])=[CH:53][CH:54]=4)[N:49]=[CH:48][CH:47]=3)=[N:37][CH:36]=2)=[CH:31][CH:30]=1. (4) Given the product [C:61]([O:60][C:58]([N:54]1[CH2:55][CH2:56][CH2:57][C@H:53]1[C:43]1[N:44]([CH2:45][O:46][CH2:47][CH2:48][Si:49]([CH3:52])([CH3:51])[CH3:50])[C:40]([C:37]2[CH:36]=[N:35][C:34]([C:9]3[CH:10]=[CH:11][C:12]([C:15]4[NH:19][C:18]([C@@H:20]5[CH2:24][CH2:23][CH2:22][N:21]5[C:25]([O:27][C:28]([CH3:31])([CH3:30])[CH3:29])=[O:26])=[N:17][CH:16]=4)=[CH:13][CH:14]=3)=[N:39][CH:38]=2)=[CH:41][N:42]=1)=[O:59])([CH3:64])([CH3:63])[CH3:62], predict the reactants needed to synthesize it. The reactants are: CC1(C)C(C)(C)OB([C:9]2[CH:14]=[CH:13][C:12]([C:15]3[NH:19][C:18]([C@@H:20]4[CH2:24][CH2:23][CH2:22][N:21]4[C:25]([O:27][C:28]([CH3:31])([CH3:30])[CH3:29])=[O:26])=[N:17][CH:16]=3)=[CH:11][CH:10]=2)O1.Cl[C:34]1[N:39]=[CH:38][C:37]([C:40]2[N:44]([CH2:45][O:46][CH2:47][CH2:48][Si:49]([CH3:52])([CH3:51])[CH3:50])[C:43]([C@@H:53]3[CH2:57][CH2:56][CH2:55][N:54]3[C:58]([O:60][C:61]([CH3:64])([CH3:63])[CH3:62])=[O:59])=[N:42][CH:41]=2)=[CH:36][N:35]=1.C([O-])(O)=O.[Na+].COCCOC.